From a dataset of Full USPTO retrosynthesis dataset with 1.9M reactions from patents (1976-2016). Predict the reactants needed to synthesize the given product. (1) Given the product [F:28][C:25]1[CH:24]=[CH:23][C:22]([CH2:21][C@@H:17]([N:15]([CH3:16])[C:13]([C@H:38]([N:36]([CH3:37])[C:34](=[O:35])/[CH:64]=[CH:63]/[CH2:62][C:61]([NH2:60])([CH3:69])[CH3:68])[CH2:42][C:43]2[CH:52]=[CH:51][C:50]3[C:45](=[CH:46][CH:47]=[CH:48][CH:49]=3)[CH:44]=2)=[O:14])[C:18]([N:5]2[CH2:6][CH2:7][CH:2]([OH:1])[CH2:3][CH2:4]2)=[O:20])=[CH:27][CH:26]=1, predict the reactants needed to synthesize it. The reactants are: [OH:1][CH:2]1[CH2:7][CH2:6][NH:5][CH2:4][CH2:3]1.C(O[C:13]([N:15]([C@H:17]([CH2:21][C:22]1[CH:27]=[CH:26][C:25]([F:28])=[CH:24][CH:23]=1)[C:18]([OH:20])=O)[CH3:16])=[O:14])(C)(C)C.C(O[C:34]([N:36]([C@H:38]([CH2:42][C:43]1[CH:52]=[CH:51][C:50]2[C:45](=[CH:46][CH:47]=[CH:48][CH:49]=2)[CH:44]=1)C(O)=O)[CH3:37])=[O:35])(C)(C)C.C(OC([NH:60][C:61]([CH3:69])([CH3:68])[CH2:62]/[CH:63]=[CH:64]/C(O)=O)=O)(C)(C)C. (2) Given the product [Si:41]([O:40][CH:37]1[CH2:36][CH2:35][CH:34]([CH2:33][CH:16]([N:11]2[CH:12]=[C:13]([O:14][CH3:15])[C:8]([C:6]3[CH:7]=[C:2]([Cl:1])[CH:3]=[CH:4][C:5]=3[C:25]#[N:26])=[CH:9][C:10]2=[O:24])[C:17]([O:19][C:20]([CH3:21])([CH3:22])[CH3:23])=[O:18])[CH2:39][CH2:38]1)([C:44]([CH3:47])([CH3:46])[CH3:45])([CH3:43])[CH3:42], predict the reactants needed to synthesize it. The reactants are: [Cl:1][C:2]1[CH:3]=[CH:4][C:5]([C:25]#[N:26])=[C:6]([C:8]2[C:13]([O:14][CH3:15])=[CH:12][N:11]([CH2:16][C:17]([O:19][C:20]([CH3:23])([CH3:22])[CH3:21])=[O:18])[C:10](=[O:24])[CH:9]=2)[CH:7]=1.FC(F)(F)S(O[CH2:33][CH:34]1[CH2:39][CH2:38][CH:37]([O:40][Si:41]([C:44]([CH3:47])([CH3:46])[CH3:45])([CH3:43])[CH3:42])[CH2:36][CH2:35]1)(=O)=O. (3) Given the product [C:7]([O:11][C:12](=[O:22])[NH:13][C:14]1[CH:19]=[CH:18][C:17]([CH2:20][N:4]2[CH2:5][CH2:6][C@@H:2]([OH:1])[CH2:3]2)=[CH:16][N:15]=1)([CH3:10])([CH3:9])[CH3:8], predict the reactants needed to synthesize it. The reactants are: [OH:1][C@@H:2]1[CH2:6][CH2:5][NH:4][CH2:3]1.[C:7]([O:11][C:12](=[O:22])[NH:13][C:14]1[CH:19]=[CH:18][C:17]([CH2:20]Br)=[CH:16][N:15]=1)([CH3:10])([CH3:9])[CH3:8].C([O-])([O-])=O.[Cs+].[Cs+]. (4) The reactants are: [NH:1]1[C:9]2[C:4](=[CH:5][CH:6]=[CH:7][CH:8]=2)[C:3]([C:10]2[CH2:11][CH2:12][N:13]([CH2:16][CH2:17][CH2:18][N:19]3[C:24](=[O:25])[C:23]4[CH:26]=[CH:27][CH:28]=[CH:29][C:22]=4[N:21]=[N:20]3)[CH2:14][CH:15]=2)=[CH:2]1.I[CH3:31]. Given the product [CH3:31][N:1]1[C:9]2[C:4](=[CH:5][CH:6]=[CH:7][CH:8]=2)[C:3]([C:10]2[CH2:15][CH2:14][N:13]([CH2:16][CH2:17][CH2:18][N:19]3[C:24](=[O:25])[C:23]4[CH:26]=[CH:27][CH:28]=[CH:29][C:22]=4[N:21]=[N:20]3)[CH2:12][CH:11]=2)=[CH:2]1, predict the reactants needed to synthesize it. (5) The reactants are: [NH2:1][C:2]1[CH:3]=[CH:4][C:5]2[C:6]3[CH2:7][CH2:8][CH2:9][CH2:10][C:11]=3[C:12](=[O:16])[NH:13][C:14]=2[CH:15]=1.[CH:17](OCC)(OCC)OCC.[N-:27]=[N+:28]=[N-:29].[Na+]. Given the product [N:1]1([C:2]2[CH:3]=[CH:4][C:5]3[C:6]4[CH2:7][CH2:8][CH2:9][CH2:10][C:11]=4[C:12](=[O:16])[NH:13][C:14]=3[CH:15]=2)[CH:17]=[N:29][N:28]=[N:27]1, predict the reactants needed to synthesize it.